From a dataset of Reaction yield outcomes from USPTO patents with 853,638 reactions. Predict the reaction yield, written as a fraction of the theoretical maximum amount of product (1.0 means a 100% yield; for example, 0.34 means a 34% yield). (1) The reactants are [CH3:1][C:2]1[NH:3][C:4](=[O:26])[C:5]([CH2:11][C:12]2[CH:17]=[CH:16][C:15]([C:18]3[C:19]([C:24]#[N:25])=[CH:20][CH:21]=[CH:22][CH:23]=3)=[CH:14][CH:13]=2)=[C:6]([CH2:8][CH2:9][CH3:10])[N:7]=1.N(C(N1CCCCC1)=O)=NC(N1CCCCC1)=O.C(P(CCCC)CCCC)CCC.[CH3:58][N:59]1[C:67]2[C:62](=[CH:63][CH:64]=[CH:65][CH:66]=2)[C:61]([CH2:68]O)=[N:60]1. The catalyst is O1CCCC1. The product is [CH3:1][C:2]1[N:3]([CH2:68][C:61]2[C:62]3[C:67](=[CH:66][CH:65]=[CH:64][CH:63]=3)[N:59]([CH3:58])[N:60]=2)[C:4](=[O:26])[C:5]([CH2:11][C:12]2[CH:17]=[CH:16][C:15]([C:18]3[C:19]([C:24]#[N:25])=[CH:20][CH:21]=[CH:22][CH:23]=3)=[CH:14][CH:13]=2)=[C:6]([CH2:8][CH2:9][CH3:10])[N:7]=1. The yield is 0.470. (2) The product is [CH3:33][N:2]([CH3:1])[CH2:3][C@@H:4]([CH3:32])[O:5][C:6]1[CH:15]=[CH:14][CH:13]=[C:12]2[C:7]=1[C:8]([NH:16][C:17]1[CH:22]=[CH:21][C:20]([O:23][CH2:24][C:25]3[CH:30]=[N:41][CH:28]=[CH:27][N:26]=3)=[C:19]([CH3:31])[CH:18]=1)=[N:9][CH:10]=[N:11]2. No catalyst specified. The yield is 0.480. The reactants are [CH3:1][N:2]([CH3:33])[CH2:3][C@@H:4]([CH3:32])[O:5][C:6]1[CH:15]=[CH:14][CH:13]=[C:12]2[C:7]=1[C:8]([NH:16][C:17]1[CH:22]=[CH:21][C:20]([O:23][CH2:24][C:25]3[CH:30]=C[CH:28]=[CH:27][N:26]=3)=[C:19]([CH3:31])[CH:18]=1)=[N:9][CH:10]=[N:11]2.CS(OCC1C=NC=C[N:41]=1)(=O)=O. (3) The reactants are [NH:1]1[CH2:6][CH2:5][CH2:4][CH2:3][CH2:2]1.C(=O)([O-])[O-].[Cs+].[Cs+].Br[CH2:14][C:15]#[CH:16]. The catalyst is CC(C)=O. The product is [CH2:16]([N:1]1[CH2:6][CH2:5][CH2:4][CH2:3][CH2:2]1)[C:15]#[CH:14]. The yield is 0.560.